From a dataset of Reaction yield outcomes from USPTO patents with 853,638 reactions. Predict the reaction yield, written as a fraction of the theoretical maximum amount of product (1.0 means a 100% yield; for example, 0.34 means a 34% yield). (1) The reactants are Cl.Cl.[NH2:3][CH2:4][C@@:5]1([OH:13])[CH:10]2[CH2:11][CH2:12][N:7]([CH2:8][CH2:9]2)[CH2:6]1.C([O-])([O-])=O.[Cs+].[Cs+].ClC1[CH:26]=[CH:25][C:24]([C:27]2[CH:32]=[C:31]([N:33]=[C:34]=S)[N:30]=[CH:29][N:28]=2)=[CH:23][CH:22]=1.C([N:39]=C=NC(C)C)(C)C. The catalyst is CN(C)C=O. The product is [N:39]1[CH:26]=[CH:25][C:24]([C:27]2[N:28]=[CH:29][N:30]=[C:31]([NH:33][C:34]3[O:13][C@:5]4([CH2:4][N:3]=3)[CH:10]3[CH2:9][CH2:8][N:7]([CH2:12][CH2:11]3)[CH2:6]4)[CH:32]=2)=[CH:23][CH:22]=1. The yield is 0.210. (2) The reactants are [OH:1][CH2:2][C@@H:3]([N:8]1[C:17]2[C:12](=[CH:13][C:14]([O:20][CH2:21][C:22]3[CH:27]=[CH:26][C:25]([O:28][CH3:29])=[CH:24][CH:23]=3)=[C:15]([O:18][CH3:19])[CH:16]=2)[C:11](=[O:30])[C:10]([C:31]([O:33][CH2:34][CH3:35])=[O:32])=[CH:9]1)[C:4]([CH3:7])([CH3:6])[CH3:5].[CH3:36][C:37]([Si:40](Cl)([CH3:42])[CH3:41])([CH3:39])[CH3:38].N1C=CN=C1. The catalyst is CN(C=O)C. The product is [Si:40]([O:1][CH2:2][C@@H:3]([N:8]1[C:17]2[C:12](=[CH:13][C:14]([O:20][CH2:21][C:22]3[CH:27]=[CH:26][C:25]([O:28][CH3:29])=[CH:24][CH:23]=3)=[C:15]([O:18][CH3:19])[CH:16]=2)[C:11](=[O:30])[C:10]([C:31]([O:33][CH2:34][CH3:35])=[O:32])=[CH:9]1)[C:4]([CH3:7])([CH3:6])[CH3:5])([C:37]([CH3:39])([CH3:38])[CH3:36])([CH3:42])[CH3:41]. The yield is 0.960. (3) The reactants are [CH:1]1([C:4]2[C:5]([N:25]([CH2:30][CH2:31][CH2:32][C:33]([NH:35][NH:36]C(OC(C)(C)C)=O)=[O:34])[S:26]([CH3:29])(=[O:28])=[O:27])=[CH:6][C:7]3[O:11][C:10]([C:12]4[CH:17]=[CH:16][C:15]([F:18])=[CH:14][CH:13]=4)=[C:9]([C:19]4[NH:20][CH:21]=[CH:22][N:23]=4)[C:8]=3[CH:24]=2)[CH2:3][CH2:2]1.FC(F)(F)C(O)=O. The catalyst is C(Cl)Cl. The product is [CH:1]1([C:4]2[C:5]([N:25]([CH2:30][CH2:31][CH2:32][C:33]([NH:35][NH2:36])=[O:34])[S:26]([CH3:29])(=[O:28])=[O:27])=[CH:6][C:7]3[O:11][C:10]([C:12]4[CH:17]=[CH:16][C:15]([F:18])=[CH:14][CH:13]=4)=[C:9]([C:19]4[NH:20][CH:21]=[CH:22][N:23]=4)[C:8]=3[CH:24]=2)[CH2:3][CH2:2]1. The yield is 0.480. (4) The reactants are [NH2:1][C:2]1[CH:11]=[CH:10][C:5]([C:6]([O:8][CH3:9])=[O:7])=[C:4](Cl)[N:3]=1.[C:13]([O:17][C:18]([C:20]1[CH:21]=[C:22](B(O)O)[CH:23]=[CH:24][CH:25]=1)=[O:19])([CH3:16])([CH3:15])[CH3:14].C([O-])([O-])=O.[Na+].[Na+]. The catalyst is C1C=CC([P]([Pd]([P](C2C=CC=CC=2)(C2C=CC=CC=2)C2C=CC=CC=2)([P](C2C=CC=CC=2)(C2C=CC=CC=2)C2C=CC=CC=2)[P](C2C=CC=CC=2)(C2C=CC=CC=2)C2C=CC=CC=2)(C2C=CC=CC=2)C2C=CC=CC=2)=CC=1.COCCOC. The product is [NH2:1][C:2]1[CH:11]=[CH:10][C:5]([C:6]([O:8][CH3:9])=[O:7])=[C:4]([C:22]2[CH:23]=[CH:24][CH:25]=[C:20]([C:18]([O:17][C:13]([CH3:16])([CH3:15])[CH3:14])=[O:19])[CH:21]=2)[N:3]=1. The yield is 0.850. (5) The reactants are COC[O:4][CH2:5][CH2:6][CH2:7][C:8]1[C:9]([CH:13]([CH3:15])[CH3:14])=[N:10][NH:11][CH:12]=1.Cl[C:17]1[N:22]=[CH:21][C:20]([CH2:23][CH3:24])=[CH:19][N:18]=1.[H-].[Na+].[H][H]. The catalyst is O.CN(C)C=O. The product is [CH2:23]([C:20]1[CH:19]=[N:18][C:17]([N:11]2[CH:12]=[C:8]([CH2:7][CH2:6][CH2:5][OH:4])[C:9]([CH:13]([CH3:15])[CH3:14])=[N:10]2)=[N:22][CH:21]=1)[CH3:24]. The yield is 0.880. (6) The reactants are [C:1]([NH:4][C@@H:5]([CH2:11][C:12]1[CH:17]=[CH:16][C:15]([O:18][CH2:19][CH:20]=[CH2:21])=[CH:14][CH:13]=1)[C:6]([O:8]CC)=[O:7])(=[O:3])[CH3:2].O.[OH-].[Li+]. The catalyst is C1COCC1.O.O. The product is [C:1]([NH:4][C@@H:5]([CH2:11][C:12]1[CH:17]=[CH:16][C:15]([O:18][CH2:19][CH:20]=[CH2:21])=[CH:14][CH:13]=1)[C:6]([OH:8])=[O:7])(=[O:3])[CH3:2]. The yield is 1.00. (7) The reactants are [NH:1]1[C:9]2[C:8]([C:10]([O:12]C)=[O:11])=[CH:7][CH:6]=[C:5]([C:14]([O:16][C:17]([CH3:20])([CH3:19])[CH3:18])=[O:15])[C:4]=2[CH:3]=[CH:2]1.O1CCCC1.O.[OH-].[Li+]. The catalyst is CO. The product is [C:17]([O:16][C:14]([C:5]1[CH:6]=[CH:7][C:8]([C:10]([OH:12])=[O:11])=[C:9]2[C:4]=1[CH:3]=[CH:2][NH:1]2)=[O:15])([CH3:20])([CH3:18])[CH3:19]. The yield is 0.670. (8) The reactants are [F:1][C:2]([F:15])([F:14])[C:3]1[C:8]([C:9]([F:12])([F:11])[F:10])=[CH:7][CH:6]=[CH:5][C:4]=1[NH2:13].[F:16][C:17]1[C:22]([CH2:23][NH2:24])=[CH:21][CH:20]=[CH:19][N:18]=1.ClC1C(Cl)=CC=CC1(N=[C:35]=[S:36])F. No catalyst specified. The product is [F:1][C:2]([F:14])([F:15])[C:3]1[C:8]([C:9]([F:11])([F:12])[F:10])=[CH:7][CH:6]=[CH:5][C:4]=1[NH:13][C:35]([NH:24][CH2:23][C:22]1[C:17]([F:16])=[N:18][CH:19]=[CH:20][CH:21]=1)=[S:36]. The yield is 0.900.